From a dataset of Peptide-MHC class II binding affinity with 134,281 pairs from IEDB. Regression. Given a peptide amino acid sequence and an MHC pseudo amino acid sequence, predict their binding affinity value. This is MHC class II binding data. (1) The peptide sequence is AFVVAATAANAAPAN. The MHC is DRB1_0401 with pseudo-sequence DRB1_0401. The binding affinity (normalized) is 0.762. (2) The peptide sequence is ETAYFILKLAGRWPVKVI. The MHC is HLA-DQA10104-DQB10503 with pseudo-sequence HLA-DQA10104-DQB10503. The binding affinity (normalized) is 0.483. (3) The peptide sequence is AITAMSEAQKAAKPA. The MHC is DRB1_0301 with pseudo-sequence DRB1_0301. The binding affinity (normalized) is 0.154. (4) The peptide sequence is AAFQGAHARFVAAAA. The binding affinity (normalized) is 0.0581. The MHC is DRB1_1201 with pseudo-sequence DRB1_1201. (5) The peptide sequence is SRWSSPDNVKPIYIV. The MHC is DRB1_0401 with pseudo-sequence DRB1_0401. The binding affinity (normalized) is 0.203. (6) The peptide sequence is SMQKTIPLVALTLTS. The MHC is DRB1_0701 with pseudo-sequence DRB1_0701. The binding affinity (normalized) is 0.723. (7) The peptide sequence is AYDTYKSIPSLEAAV. The binding affinity (normalized) is 0.620. The MHC is DRB1_1501 with pseudo-sequence DRB1_1501. (8) The peptide sequence is YAIGGSSNPTILSEG. The MHC is HLA-DQA10401-DQB10402 with pseudo-sequence HLA-DQA10401-DQB10402. The binding affinity (normalized) is 0.124.